From a dataset of Full USPTO retrosynthesis dataset with 1.9M reactions from patents (1976-2016). Predict the reactants needed to synthesize the given product. (1) Given the product [C:53]([C:57]1[CH:84]=[CH:83][C:60]([C:61]([NH:63][C:64]([C:67]2[CH:72]=[CH:71][C:70]([C:38]3[CH:43]=[CH:42][N:41]=[C:40]4[NH:44][C:45]([C:47]5[CH:48]=[N:49][N:50]([CH3:52])[CH:51]=5)=[N:46][C:39]=34)=[CH:69][C:68]=2[F:82])([CH3:66])[CH3:65])=[O:62])=[CH:59][CH:58]=1)([CH3:54])([CH3:55])[CH3:56], predict the reactants needed to synthesize it. The reactants are: CN1C=C(C2NC3=NC=CC(C4C=CC(C5(NC(C6OC(C(C)(C)C)=NN=6)=O)CC5)=CC=4)=C3N=2)C=N1.Br[C:38]1[CH:43]=[CH:42][N:41]=[C:40]2[NH:44][C:45]([C:47]3[CH:48]=[N:49][N:50]([CH3:52])[CH:51]=3)=[N:46][C:39]=12.[C:53]([C:57]1[CH:84]=[CH:83][C:60]([C:61]([NH:63][C:64]([C:67]2[CH:72]=[CH:71][C:70](B3OC(C)(C)C(C)(C)O3)=[CH:69][C:68]=2[F:82])([CH3:66])[CH3:65])=[O:62])=[CH:59][CH:58]=1)([CH3:56])([CH3:55])[CH3:54].P([O-])([O-])([O-])=O.[K+].[K+].[K+].C([O-])(=O)C.[Na+].C(#N)C. (2) Given the product [F:1][CH:2]([F:10])[O:3][C:4]1[CH:9]=[C:8]([B:15]([OH:16])[OH:14])[CH:7]=[CH:6][CH:5]=1, predict the reactants needed to synthesize it. The reactants are: [F:1][CH:2]([F:10])[O:3][C:4]1[CH:5]=[CH:6][CH:7]=[CH:8][CH:9]=1.C([O:14][B:15](OC(C)C)[O:16]C(C)C)(C)C.C([Li])CCC.Cl. (3) The reactants are: [F:1][C:2]([F:17])([F:16])[C:3]1[CH:4]=[C:5]([C@H:13]([OH:15])[CH3:14])[CH:6]=[C:7]([C:9]([F:12])([F:11])[F:10])[CH:8]=1.[N:18]12[CH2:25][CH2:24][N:21]([CH2:22][CH2:23]1)[CH2:20][CH2:19]2. Given the product [N:18]12[CH2:25][CH2:24][N:21]([CH2:22][CH2:23]1)[CH2:20][CH2:19]2.[F:1][C:2]([F:16])([F:17])[C:3]1[CH:4]=[C:5]([C@H:13]([OH:15])[CH3:14])[CH:6]=[C:7]([C:9]([F:10])([F:11])[F:12])[CH:8]=1.[F:1][C:2]([F:16])([F:17])[C:3]1[CH:4]=[C:5]([C@H:13]([OH:15])[CH3:14])[CH:6]=[C:7]([C:9]([F:10])([F:11])[F:12])[CH:8]=1, predict the reactants needed to synthesize it. (4) Given the product [OH:1][C:2]([CH3:35])([CH3:34])[CH2:3][C@@:4]1([C:28]2[CH:33]=[CH:32][CH:31]=[CH:30][CH:29]=2)[O:9][C:8](=[O:10])[N:7]([C@H:11]([C:13]2[CH:14]=[CH:15][C:16]([C:37]3[N:42]=[N:41][C:40]([C:43]4([C:46]#[N:47])[CH2:44][CH2:45]4)=[CH:39][CH:38]=3)=[CH:17][CH:18]=2)[CH3:12])[CH2:6][CH2:5]1, predict the reactants needed to synthesize it. The reactants are: [OH:1][C:2]([CH3:35])([CH3:34])[CH2:3][C@@:4]1([C:28]2[CH:33]=[CH:32][CH:31]=[CH:30][CH:29]=2)[O:9][C:8](=[O:10])[N:7]([C@H:11]([C:13]2[CH:18]=[CH:17][C:16](B3OC(C)(C)C(C)(C)O3)=[CH:15][CH:14]=2)[CH3:12])[CH2:6][CH2:5]1.Cl[C:37]1[N:42]=[N:41][C:40]([C:43]2([C:46]#[N:47])[CH2:45][CH2:44]2)=[CH:39][CH:38]=1. (5) The reactants are: Br[C:2]1[CH:7]=[CH:6][C:5]([C:8]([OH:17])([C:13]([F:16])([F:15])[F:14])[C:9]([F:12])([F:11])[F:10])=[CH:4][CH:3]=1.Cl.[CH3:19][C@H:20]1[CH2:25][N:24]([S:26]([C:29]2[CH:34]=[CH:33][CH:32]=[CH:31][CH:30]=2)(=[O:28])=[O:27])[CH2:23][CH2:22][NH:21]1.CC(C)([O-])C.[Na+].C1(P(C2CCCCC2)C2C=CC=CC=2C2C(OC(C)C)=CC=CC=2OC(C)C)CCCCC1. Given the product [F:10][C:9]([F:12])([F:11])[C:8]([C:5]1[CH:6]=[CH:7][C:2]([N:21]2[CH2:22][CH2:23][N:24]([S:26]([C:29]3[CH:34]=[CH:33][CH:32]=[CH:31][CH:30]=3)(=[O:27])=[O:28])[CH2:25][C@@H:20]2[CH3:19])=[CH:3][CH:4]=1)([OH:17])[C:13]([F:16])([F:15])[F:14], predict the reactants needed to synthesize it. (6) Given the product [O:29]1[CH2:34][CH2:33][CH2:32][CH2:31][CH:30]1[O:3][CH2:4][C:5]1[O:9][C:8]([CH:10]=[O:11])=[CH:7][CH:6]=1, predict the reactants needed to synthesize it. The reactants are: N#N.[OH:3][CH2:4][C:5]1[O:9][C:8]([CH:10]=[O:11])=[CH:7][CH:6]=1.C1(C)C=CC(S([O-])(=O)=O)=CC=1.[NH+]1C=CC=CC=1.[O:29]1[CH:34]=[CH:33][CH2:32][CH2:31][CH2:30]1.